From a dataset of Reaction yield outcomes from USPTO patents with 853,638 reactions. Predict the reaction yield, written as a fraction of the theoretical maximum amount of product (1.0 means a 100% yield; for example, 0.34 means a 34% yield). (1) The reactants are [NH2:1][C:2]([CH3:7])([CH3:6])[C:3]([OH:5])=[O:4].S(Cl)([Cl:10])=O.[CH3:12]O. No catalyst specified. The product is [ClH:10].[CH3:12][O:4][C:3](=[O:5])[C:2]([NH2:1])([CH3:7])[CH3:6]. The yield is 0.980. (2) The reactants are [F:1][C:2]1[C:10]([F:11])=[CH:9][C:5]([C:6](O)=O)=[C:4]([NH:12][C:13]2[N:17]([C:18]3[CH:23]=[CH:22][CH:21]=[CH:20][N:19]=3)[N:16]=[CH:15][CH:14]=2)[CH:3]=1.P(Cl)(Cl)([Cl:26])=O.[OH-].[Na+]. The catalyst is O. The product is [Cl:26][C:6]1[C:5]2[C:4](=[CH:3][C:2]([F:1])=[C:10]([F:11])[CH:9]=2)[N:12]=[C:13]2[N:17]([C:18]3[CH:23]=[CH:22][CH:21]=[CH:20][N:19]=3)[N:16]=[CH:15][C:14]=12. The yield is 0.570.